Dataset: Forward reaction prediction with 1.9M reactions from USPTO patents (1976-2016). Task: Predict the product of the given reaction. (1) Given the reactants [NH2:1][C:2]1[N:7]=[C:6]([OH:8])[CH:5]=[C:4]([NH2:9])[N:3]=1.[O-]CC.[Na+].Br[CH2:15][C:16]([C:18]1[CH:23]=[CH:22][N:21]=[C:20]([Cl:24])[CH:19]=1)=O, predict the reaction product. The product is: [NH2:1][C:2]1[NH:7][C:6](=[O:8])[C:5]2[CH:15]=[C:16]([C:18]3[CH:23]=[CH:22][N:21]=[C:20]([Cl:24])[CH:19]=3)[NH:9][C:4]=2[N:3]=1. (2) Given the reactants [C:1]1([C:14]2[CH:19]=[CH:18][CH:17]=[CH:16][CH:15]=2)[CH:6]=[CH:5][C:4]([NH:7][C:8](=[O:13])[O:9][CH:10]([CH3:12])[CH3:11])=[CH:3][CH:2]=1.Cl[S:21]([OH:24])(=[O:23])=[O:22].C(=O)=O.CO.[Na+:30].[Cl-], predict the reaction product. The product is: [Na+:30].[CH:10]([O:9][C:8]([NH:7][C:4]1[CH:5]=[CH:6][C:1]([C:14]2[CH:15]=[CH:16][C:17]([S:21]([O-:24])(=[O:23])=[O:22])=[CH:18][CH:19]=2)=[CH:2][CH:3]=1)=[O:13])([CH3:12])[CH3:11]. (3) Given the reactants Br[C:2]1[CH:7]=[CH:6][C:5]([C:8]2[N:12]([CH:13]3[CH2:18][CH2:17][CH2:16][CH2:15][O:14]3)[CH:11]=[N:10][N:9]=2)=[CH:4][CH:3]=1.[B:19]1([B:19]2[O:23][C:22]([CH3:25])([CH3:24])[C:21]([CH3:27])([CH3:26])[O:20]2)[O:23][C:22]([CH3:25])([CH3:24])[C:21]([CH3:27])([CH3:26])[O:20]1.C([O-])(=O)C.[K+], predict the reaction product. The product is: [O:14]1[CH2:15][CH2:16][CH2:17][CH2:18][CH:13]1[N:12]1[CH:11]=[N:10][N:9]=[C:8]1[C:5]1[CH:6]=[CH:7][C:2]([B:19]2[O:23][C:22]([CH3:25])([CH3:24])[C:21]([CH3:27])([CH3:26])[O:20]2)=[CH:3][CH:4]=1. (4) Given the reactants [NH2:1][C@H:2]1[CH2:6][CH2:5][N:4]([C:7]2[CH:8]=[C:9]3[C:14](=[CH:15][CH:16]=2)[CH2:13][N:12]([CH3:17])[CH2:11][CH2:10]3)[C:3]1=[O:18].[Cl:19][C:20]1[CH:32]=[CH:31][C:23]2[CH:24]=[C:25]([S:27](Cl)(=[O:29])=[O:28])[S:26][C:22]=2[CH:21]=1.ClC1C=C2C(=CC=1)C=C(S(N[C@H]1CCN(C3C=C4C(=CC=3)CN([C:63]([O:65]C(C)(C)C)=[O:64])CC4)C1=O)(=O)=O)C=C2, predict the reaction product. The product is: [CH:63]([OH:65])=[O:64].[Cl:19][C:20]1[CH:32]=[CH:31][C:23]2[CH:24]=[C:25]([S:27]([NH:1][C@H:2]3[CH2:6][CH2:5][N:4]([C:7]4[CH:8]=[C:9]5[C:14](=[CH:15][CH:16]=4)[CH2:13][N:12]([CH3:17])[CH2:11][CH2:10]5)[C:3]3=[O:18])(=[O:28])=[O:29])[S:26][C:22]=2[CH:21]=1. (5) The product is: [C:10]1([N:16]2[C:7]([NH2:8])=[C:3]3[CH2:4][S:5][CH2:6][C:2]3=[N:17]2)[CH:15]=[CH:14][CH:13]=[CH:12][CH:11]=1. Given the reactants O=[C:2]1[CH2:6][S:5][CH2:4][CH:3]1[C:7]#[N:8].Cl.[C:10]1([NH:16][NH2:17])[CH:15]=[CH:14][CH:13]=[CH:12][CH:11]=1.CCO, predict the reaction product. (6) The product is: [NH2:25][C:24]1[CH:26]=[CH:27][C:28]([C:2]2[CH:3]=[CH:4][N:5]3[C:10]([C:11]=2[CH3:12])=[C:9]([CH:13]2[CH2:15][CH2:14]2)[CH:8]=[C:7]([C:16]([O:18][CH3:19])=[O:17])[C:6]3=[O:20])=[C:22]([F:21])[CH:23]=1. Given the reactants Cl[C:2]1[CH:3]=[CH:4][N:5]2[C:10]([C:11]=1[CH3:12])=[C:9]([CH:13]1[CH2:15][CH2:14]1)[CH:8]=[C:7]([C:16]([O:18][CH3:19])=[O:17])[C:6]2=[O:20].[F:21][C:22]1[CH:23]=[C:24]([CH:26]=[CH:27][C:28]=1B1OC(C)(C)C(C)(C)O1)[NH2:25], predict the reaction product. (7) Given the reactants [C:1]1([CH2:7][CH2:8][C:9](Cl)=[O:10])[CH:6]=[CH:5][CH:4]=[CH:3][CH:2]=1.C(N(CC)CC)C.[NH:19]1[CH2:24][CH2:23][CH:22]([CH2:25][N:26]2[C:34]3[C:29](=[CH:30][C:31]([C:35]4[CH:36]=[N:37][N:38]([CH:40]5[CH2:45][CH2:44][CH2:43][CH2:42][O:41]5)[CH:39]=4)=[CH:32][CH:33]=3)[CH:28]=[N:27]2)[CH2:21][CH2:20]1.C(OCC)(=O)C, predict the reaction product. The product is: [C:1]1([CH2:7][CH2:8][C:9]([N:19]2[CH2:24][CH2:23][CH:22]([CH2:25][N:26]3[C:34]4[C:29](=[CH:30][C:31]([C:35]5[CH:36]=[N:37][N:38]([CH:40]6[CH2:45][CH2:44][CH2:43][CH2:42][O:41]6)[CH:39]=5)=[CH:32][CH:33]=4)[CH:28]=[N:27]3)[CH2:21][CH2:20]2)=[O:10])[CH:6]=[CH:5][CH:4]=[CH:3][CH:2]=1. (8) Given the reactants [C:1]([NH:4][C:5]1[N:9]([C:10]2[CH:15]=[C:14]([S:16][CH2:17][C:18]([F:21])([F:20])[F:19])[C:13]([CH3:22])=[CH:12][C:11]=2[F:23])[N:8]=[C:7]([O:24][C:25]([F:40])([F:39])[C:26]([F:38])([F:37])[C:27]([F:36])([F:35])[C:28]([F:34])([F:33])[C:29]([F:32])([F:31])[F:30])[CH:6]=1)(=O)C.[H-].[Na+].CI.O, predict the reaction product. The product is: [F:23][C:11]1[CH:12]=[C:13]([CH3:22])[C:14]([S:16][CH2:17][C:18]([F:21])([F:20])[F:19])=[CH:15][C:10]=1[N:9]1[C:5]([NH:4][CH3:1])=[CH:6][C:7]([O:24][C:25]([F:40])([F:39])[C:26]([F:37])([F:38])[C:27]([F:35])([F:36])[C:28]([F:34])([F:33])[C:29]([F:32])([F:31])[F:30])=[N:8]1.